Task: Regression. Given a peptide amino acid sequence and an MHC pseudo amino acid sequence, predict their binding affinity value. This is MHC class I binding data.. Dataset: Peptide-MHC class I binding affinity with 185,985 pairs from IEDB/IMGT (1) The peptide sequence is AKYEICLEK. The MHC is HLA-A02:03 with pseudo-sequence HLA-A02:03. The binding affinity (normalized) is 0.0847. (2) The peptide sequence is LCSEKPVMHY. The MHC is HLA-A01:01 with pseudo-sequence HLA-A01:01. The binding affinity (normalized) is 0.226.